This data is from Forward reaction prediction with 1.9M reactions from USPTO patents (1976-2016). The task is: Predict the product of the given reaction. (1) Given the reactants [C:1]([C:5]1[O:9][N:8]=[C:7]([NH:10][C:11](=[O:28])[CH2:12][C:13]2[CH:18]=[CH:17][C:16](B3OC(C)(C)C(C)(C)O3)=[CH:15][CH:14]=2)[CH:6]=1)([CH3:4])([CH3:3])[CH3:2].Br[C:30]1[CH:31]=[C:32]([F:37])[C:33]([NH2:36])=[N:34][CH:35]=1.BrC1C=C(C)C(N)=NC=1, predict the reaction product. The product is: [NH2:36][C:33]1[N:34]=[CH:35][C:30]([C:16]2[CH:15]=[CH:14][C:13]([CH2:12][C:11]([NH:10][C:7]3[CH:6]=[C:5]([C:1]4([CH3:2])[CH2:3][CH2:4]4)[O:9][N:8]=3)=[O:28])=[CH:18][CH:17]=2)=[CH:31][C:32]=1[F:37]. (2) The product is: [Cl:12][C:9]1[N:8]=[N:7][C:6]([N:5]([CH3:13])[CH:3]2[CH2:2][N:1]([C:17]([C:16]3[CH:20]=[C:21]([CH:22]=[CH:23][C:15]=3[F:14])[CH:24]=[O:25])=[O:18])[CH2:4]2)=[CH:11][CH:10]=1. Given the reactants [NH:1]1[CH2:4][CH:3]([N:5]([CH3:13])[C:6]2[N:7]=[N:8][C:9]([Cl:12])=[CH:10][CH:11]=2)[CH2:2]1.[F:14][C:15]1[CH:23]=[CH:22][C:21]([CH:24]=[O:25])=[CH:20][C:16]=1[C:17](O)=[O:18].F[P-](F)(F)(F)(F)F.N1(OC(N(C)C)=[N+](C)C)C2C=CC=CC=2N=N1.C(N(CC)C(C)C)(C)C, predict the reaction product. (3) Given the reactants [N+:1]([C:4]1[CH:14]=[CH:13][C:7]2[CH2:8][CH2:9][CH2:10][NH:11][CH2:12][C:6]=2[CH:5]=1)([O-:3])=[O:2].N1C=CC=CC=1.[F:21][C:22]([F:33])([F:32])[C:23](O[C:23](=[O:24])[C:22]([F:33])([F:32])[F:21])=[O:24].O, predict the reaction product. The product is: [N+:1]([C:4]1[CH:14]=[CH:13][C:7]2[CH2:8][CH2:9][CH2:10][N:11]([C:23](=[O:24])[C:22]([F:33])([F:32])[F:21])[CH2:12][C:6]=2[CH:5]=1)([O-:3])=[O:2]. (4) Given the reactants [N:1]1[CH:6]=[CH:5][CH:4]=[N:3][C:2]=1[C:7]1[CH:8]=[C:9]([CH:11]=[CH:12][CH:13]=1)[NH2:10].[NH2:14][C@@H:15]([CH2:39][CH:40]([F:42])[F:41])[CH2:16][NH:17][C:18]1[N:23]=[C:22](NC2C=CC=C3C=2C=CN3CC)[C:21]([C:36]([NH2:38])=[O:37])=[CH:20][N:19]=1.B(Br)(Br)Br, predict the reaction product. The product is: [NH2:14][C@@H:15]([CH2:39][CH:40]([F:41])[F:42])[CH2:16][NH:17][C:18]1[N:19]=[C:20]([NH:10][C:9]2[CH:11]=[CH:12][CH:13]=[C:7]([C:2]3[N:3]=[CH:4][CH:5]=[CH:6][N:1]=3)[CH:8]=2)[C:21]([C:36]([NH2:38])=[O:37])=[CH:22][N:23]=1. (5) Given the reactants Cl[C:2]1[C:11]2[C:6](=[CH:7][C:8]([Cl:19])=[C:9]([C:12]3[CH:17]=[CH:16][C:15]([Cl:18])=[CH:14][CH:13]=3)[CH:10]=2)[N:5]=[CH:4][N:3]=1.[NH:20]1[CH2:25][CH2:24][NH:23][CH2:22][CH:21]1[CH2:26][C:27]([NH2:29])=[O:28].CCN(C(C)C)C(C)C, predict the reaction product. The product is: [Cl:19][C:8]1[CH:7]=[C:6]2[C:11]([C:2]([N:23]3[CH2:24][CH2:25][NH:20][CH:21]([CH2:26][C:27]([NH2:29])=[O:28])[CH2:22]3)=[N:3][CH:4]=[N:5]2)=[CH:10][C:9]=1[C:12]1[CH:17]=[CH:16][C:15]([Cl:18])=[CH:14][CH:13]=1. (6) Given the reactants Br[C:2]1[CH:3]=[C:4]([CH:19]=[CH:20][CH:21]=1)[CH2:5][N:6]([CH3:18])[C:7](=[O:17])[CH2:8][NH:9]C(=O)OC(C)(C)C.O.[Cl:23][C:24]1[CH:29]=[CH:28][C:27](B(O)O)=[CH:26][CH:25]=1.C(=O)([O-])[O-].[Na+].[Na+], predict the reaction product. The product is: [ClH:23].[Cl:23][C:24]1[CH:29]=[CH:28][C:27]([C:2]2[CH:21]=[CH:20][CH:19]=[C:4]([CH2:5][N:6]([CH3:18])[C:7](=[O:17])[CH2:8][NH2:9])[CH:3]=2)=[CH:26][CH:25]=1. (7) Given the reactants [Cl:1][C:2]1[C:3]([O:12][C:13]2[CH:18]=[C:17]([OH:19])[CH:16]=[CH:15][C:14]=2/[CH:20]=[CH:21]/[C:22]([O:24][CH2:25][CH3:26])=[O:23])=[N:4][CH:5]=[C:6]([C:8]([F:11])([F:10])[F:9])[CH:7]=1.C(P(CCCC)CCCC)CCC.[Si:40]([O:57][CH2:58][CH2:59]O)([C:53]([CH3:56])([CH3:55])[CH3:54])([C:47]1[CH:52]=[CH:51][CH:50]=[CH:49][CH:48]=1)[C:41]1[CH:46]=[CH:45][CH:44]=[CH:43][CH:42]=1.N(C(N1CCCCC1)=O)=NC(N1CCCCC1)=O, predict the reaction product. The product is: [Si:40]([O:57][CH2:58][CH2:59][O:19][C:17]1[CH:16]=[CH:15][C:14](/[CH:20]=[CH:21]/[C:22]([O:24][CH2:25][CH3:26])=[O:23])=[C:13]([O:12][C:3]2[C:2]([Cl:1])=[CH:7][C:6]([C:8]([F:9])([F:11])[F:10])=[CH:5][N:4]=2)[CH:18]=1)([C:53]([CH3:54])([CH3:55])[CH3:56])([C:47]1[CH:48]=[CH:49][CH:50]=[CH:51][CH:52]=1)[C:41]1[CH:46]=[CH:45][CH:44]=[CH:43][CH:42]=1. (8) Given the reactants [CH3:1][C:2]1[CH:7]=[CH:6][CH:5]=[C:4]([CH3:8])[C:3]=1[NH:9][C:10](=[O:18])[CH2:11][N:12]1[CH2:17][CH2:16][NH:15][CH2:14][CH2:13]1.[CH3:19][O:20][C:21]1[CH:31]=[CH:30][CH:29]=[CH:28][C:22]=1[O:23][CH2:24][CH:25]1[O:27][CH2:26]1.C(O)(C)C, predict the reaction product. The product is: [CH3:1][C:2]1[C:3]([NH:9][C:10]([CH2:11][N:12]2[CH2:13][CH2:14][N:15]([CH2:26][CH:25]([OH:27])[CH2:24][O:23][C:22]3[CH:28]=[CH:29][CH:30]=[CH:31][C:21]=3[O:20][CH3:19])[CH2:16][CH2:17]2)=[O:18])=[C:4]([CH3:8])[CH:5]=[CH:6][CH:7]=1. (9) Given the reactants [NH2:1][CH:2]([C:9]1[C:14]([O:15][CH3:16])=[CH:13][CH:12]=[CH:11][C:10]=1[O:17][CH3:18])[CH2:3][CH2:4][C:5]([O:7]C)=O.[C:19]1([C:25]2[CH:26]=[C:27]([CH:30]=[CH:31][N:32]=2)[CH:28]=O)[CH:24]=[CH:23][CH:22]=[CH:21][CH:20]=1, predict the reaction product. The product is: [CH3:18][O:17][C:10]1[CH:11]=[CH:12][CH:13]=[C:14]([O:15][CH3:16])[C:9]=1[CH:2]1[N:1]([CH2:28][C:27]2[CH:30]=[CH:31][N:32]=[C:25]([C:19]3[CH:20]=[CH:21][CH:22]=[CH:23][CH:24]=3)[CH:26]=2)[C:5](=[O:7])[CH2:4][CH2:3]1. (10) Given the reactants Br[C:2]1[C:3](=[O:32])[N:4]([CH2:24][CH2:25][C:26]2[CH:31]=[CH:30][CH:29]=[CH:28][CH:27]=2)[C:5]([C:9]2[CH:14]=[CH:13][CH:12]=[C:11]([F:15])[C:10]=2[O:16]CC2C=CC=CC=2)=[N:6][C:7]=1[CH3:8].[CH3:33][C:34]1[S:38][C:37](B(O)O)=[CH:36][CH:35]=1.C(O)C.C(=O)([O-])[O-].[Na+].[Na+], predict the reaction product. The product is: [F:15][C:11]1[C:10]([OH:16])=[C:9]([C:5]2[N:4]([CH2:24][CH2:25][C:26]3[CH:31]=[CH:30][CH:29]=[CH:28][CH:27]=3)[C:3](=[O:32])[C:2]([C:37]3[S:38][C:34]([CH3:33])=[CH:35][CH:36]=3)=[C:7]([CH3:8])[N:6]=2)[CH:14]=[CH:13][CH:12]=1.